From a dataset of Forward reaction prediction with 1.9M reactions from USPTO patents (1976-2016). Predict the product of the given reaction. (1) Given the reactants [CH3:1][C@@H:2]([C@@H:10]1[C@@:14]2([CH3:30])[CH2:15][CH2:16][CH2:17]/[C:18](=[CH:19]\[CH:20]=[C:21]3\[CH2:22][C@@H:23]([OH:29])[CH2:24][C@H:25](O)[C:26]\3=[CH2:27])/[C@@H:13]2[CH2:12][CH2:11]1)[CH2:3][CH2:4][CH2:5][C:6](O)([CH3:8])[CH3:7], predict the reaction product. The product is: [CH3:1][C@@H:2]([C@@H:10]1[C@@:14]2([CH3:30])[CH2:15][CH2:16][CH2:17]/[C:18](=[CH:19]\[CH:20]=[C:21]3\[CH2:22][C@@H:23]([OH:29])[CH2:24][CH2:25][C:26]\3=[CH2:27])/[C@@H:13]2[CH2:12][CH2:11]1)[CH2:3][CH2:4][CH2:5][CH:6]([CH3:7])[CH3:8]. (2) Given the reactants Cl.[F:2][C:3]1[CH:8]=[CH:7][C:6]([NH:9][C:10]2[C:15]([NH:16][NH2:17])=[N:14][C:13]3=[N:18][O:19][N:20]=[C:12]3[N:11]=2)=[CH:5][CH:4]=1.[O:21]1[CH:25]=[CH:24][CH:23]=[C:22]1[CH:26]=O, predict the reaction product. The product is: [F:2][C:3]1[CH:8]=[CH:7][C:6]([NH:9][C:10]2[C:15]([NH:16][N:17]=[CH:26][C:22]3[O:21][CH:25]=[CH:24][CH:23]=3)=[N:14][C:13]3=[N:18][O:19][N:20]=[C:12]3[N:11]=2)=[CH:5][CH:4]=1. (3) Given the reactants [NH2:1][C:2]1[CH:10]=[C:9]2[C:5]([CH:6]=[CH:7][N:8]2[CH:11]2[CH2:16][CH2:15][N:14]([CH2:17][C:18]3[CH:23]=[CH:22][C:21]([C:24]([OH:33])([C:29]([F:32])([F:31])[F:30])[C:25]([F:28])([F:27])[F:26])=[CH:20][CH:19]=3)[CH2:13][CH2:12]2)=[CH:4][CH:3]=1.[C:34](Cl)(=O)[O:35]C1C=CC([N+]([O-])=O)=CC=1.[CH:47]1([CH2:50][NH2:51])[CH2:49][CH2:48]1, predict the reaction product. The product is: [CH:47]1([CH2:50][NH:51][C:34]([NH:1][C:2]2[CH:10]=[C:9]3[C:5]([CH:6]=[CH:7][N:8]3[CH:11]3[CH2:12][CH2:13][N:14]([CH2:17][C:18]4[CH:19]=[CH:20][C:21]([C:24]([OH:33])([C:29]([F:32])([F:31])[F:30])[C:25]([F:26])([F:27])[F:28])=[CH:22][CH:23]=4)[CH2:15][CH2:16]3)=[CH:4][CH:3]=2)=[O:35])[CH2:49][CH2:48]1. (4) Given the reactants [NH2:1][CH:2]([CH:6]([N:13]([CH2:16][C:17]1[CH:22]=[CH:21][CH:20]=[CH:19][CH:18]=1)[CH:14]=[O:15])[C:7]1[CH:12]=[CH:11][CH:10]=[CH:9][CH:8]=1)[C:3]([OH:5])=[O:4].S(Cl)(Cl)=O.[CH3:27]O, predict the reaction product. The product is: [NH2:1][CH:2]([CH:6]([N:13]([CH2:16][C:17]1[CH:18]=[CH:19][CH:20]=[CH:21][CH:22]=1)[CH:14]=[O:15])[C:7]1[CH:12]=[CH:11][CH:10]=[CH:9][CH:8]=1)[C:3]([O:5][CH3:27])=[O:4]. (5) The product is: [CH3:1][C@@H:2]1[N:13]([CH3:14])[C:12](=[O:15])[C@H:11]([CH2:16][C:17]([NH:32][CH2:31][CH2:30][CH2:29][C:28]([F:34])([F:33])[F:27])=[O:18])[CH2:10][CH:9]=[CH:8][CH2:7][CH2:6][C:5](=[O:20])[O:4][C@@H:3]1[C:21]1[CH:22]=[CH:23][CH:24]=[CH:25][CH:26]=1. Given the reactants [CH3:1][C@@H:2]1[N:13]([CH3:14])[C:12](=[O:15])[C@H:11]([CH2:16][C:17](O)=[O:18])[CH2:10][CH:9]=[CH:8][CH2:7][CH2:6][C:5](=[O:20])[O:4][C@@H:3]1[C:21]1[CH:26]=[CH:25][CH:24]=[CH:23][CH:22]=1.[F:27][C:28]([F:34])([F:33])[CH2:29][CH2:30][CH2:31][NH2:32].CO.C(Cl)Cl, predict the reaction product. (6) Given the reactants [CH3:1][O:2][C:3]1[C:4]([O:20][CH3:21])=[CH:5][C:6]2[CH:15]=[C:14]3[C:9]([C:10](=O)[C:11]([C:16]#[N:17])=[CH:12][NH:13]3)=[CH:8][C:7]=2[CH:19]=1.P(Cl)(Cl)([Cl:24])=O, predict the reaction product. The product is: [Cl:24][C:10]1[C:9]2[C:14](=[CH:15][C:6]3[CH:5]=[C:4]([O:20][CH3:21])[C:3]([O:2][CH3:1])=[CH:19][C:7]=3[CH:8]=2)[N:13]=[CH:12][C:11]=1[C:16]#[N:17]. (7) Given the reactants [CH3:1][O:2][C:3]([C@@:5]1([NH:10]C(OC(C)(C)C)=O)[CH2:7][C@H:6]1[CH2:8][CH3:9])=[O:4].[ClH:18].O1CCOCC1, predict the reaction product. The product is: [ClH:18].[CH3:1][O:2][C:3]([C@@:5]1([NH2:10])[CH2:7][C@H:6]1[CH2:8][CH3:9])=[O:4]. (8) Given the reactants [CH3:1][C:2]1([CH3:35])[O:6][C:5](=[O:7])[N:4]([C:8]2[CH:13]=[CH:12][C:11]([C:14]3[CH:15]=[C:16]([C:21]4[N:26]=[C:25]([C:27]#[N:28])[CH:24]=[CH:23][N:22]=4)[CH:17]=[N:18][C:19]=3F)=[CH:10][CH:9]=2)[C@H:3]1[C:29]1[CH:34]=[CH:33][CH:32]=[CH:31][CH:30]=1.[O:36]1CCOCC1.Cl, predict the reaction product. The product is: [CH3:1][C:2]1([CH3:35])[O:6][C:5](=[O:7])[N:4]([C:8]2[CH:13]=[CH:12][C:11]([C:14]3[C:19](=[O:36])[NH:18][CH:17]=[C:16]([C:21]4[N:26]=[C:25]([C:27]#[N:28])[CH:24]=[CH:23][N:22]=4)[CH:15]=3)=[CH:10][CH:9]=2)[C@H:3]1[C:29]1[CH:34]=[CH:33][CH:32]=[CH:31][CH:30]=1.